Task: Predict the reaction yield, written as a fraction of the theoretical maximum amount of product (1.0 means a 100% yield; for example, 0.34 means a 34% yield).. Dataset: Reaction yield outcomes from USPTO patents with 853,638 reactions (1) The reactants are [C:1]([S:5][C:6]1[CH:11]=[CH:10][C:9](B2OC(C)(C)C(C)(C)O2)=[CH:8][CH:7]=1)([CH3:4])([CH3:3])[CH3:2].[Br:21][C:22]1[CH:27]=[CH:26][C:25](Br)=[CH:24][CH:23]=1.C(=O)([O-])[O-].[Na+].[Na+]. The catalyst is C1C=CC([P]([Pd]([P](C2C=CC=CC=2)(C2C=CC=CC=2)C2C=CC=CC=2)([P](C2C=CC=CC=2)(C2C=CC=CC=2)C2C=CC=CC=2)[P](C2C=CC=CC=2)(C2C=CC=CC=2)C2C=CC=CC=2)(C2C=CC=CC=2)C2C=CC=CC=2)=CC=1.C1(C)C=CC=CC=1. The product is [C:1]([S:5][C:6]1[CH:7]=[CH:8][C:9]([C:25]2[CH:26]=[CH:27][C:22]([Br:21])=[CH:23][CH:24]=2)=[CH:10][CH:11]=1)([CH3:2])([CH3:3])[CH3:4]. The yield is 0.690. (2) The reactants are Cl[C:2]1[N:10]2[C:6](=[N:7][C:8]3[CH:14]=[CH:13][CH:12]=[CH:11][C:9]=32)[C:5]([C:15]#[N:16])=[C:4]([CH3:17])[C:3]=1[CH2:18][CH3:19].C1CCN2C(=NCCC2)CC1.Cl.[CH2:32]([N:34]([CH2:38][CH3:39])[CH2:35][CH2:36][SH:37])[CH3:33]. The catalyst is C1C=CC=CC=1. The product is [CH2:32]([N:34]([CH2:38][CH3:39])[CH2:35][CH2:36][S:37][C:2]1[N:10]2[C:6](=[N:7][C:8]3[CH:14]=[CH:13][CH:12]=[CH:11][C:9]=32)[C:5]([C:15]#[N:16])=[C:4]([CH3:17])[C:3]=1[CH2:18][CH3:19])[CH3:33]. The yield is 0.550. (3) The product is [OH:1][C:2]([CH3:24])([CH3:23])[C@H:3]([NH:8][C:9](=[O:22])[C:10]1[CH:15]=[CH:14][C:13]([C:16]#[C:17][C:18]#[C:19][CH2:20][OH:21])=[CH:12][CH:11]=1)[C:4]([NH:25][OH:26])=[O:5]. The reactants are [OH:1][C:2]([CH3:24])([CH3:23])[C@H:3]([NH:8][C:9](=[O:22])[C:10]1[CH:15]=[CH:14][C:13]([C:16]#[C:17][C:18]#[C:19][CH2:20][OH:21])=[CH:12][CH:11]=1)[C:4](OC)=[O:5].[NH2:25][OH:26].C(O)(=O)C. The yield is 0.390. The catalyst is CC(O)C.O.C(#N)C. (4) The reactants are [Cl:1][C:2]1[CH:3]=[CH:4][C:5]([SH:21])=[C:6]([NH:8][S:9]([C:12]2[O:13][C:14]3[CH:20]=[CH:19][CH:18]=[CH:17][C:15]=3[CH:16]=2)(=[O:11])=[O:10])[CH:7]=1.CC1(C)C2C=CC=CC=2I([C:32]([F:35])([F:34])[F:33])O1. The catalyst is C(Cl)Cl. The product is [Cl:1][C:2]1[CH:3]=[CH:4][C:5]([S:21][C:32]([F:35])([F:34])[F:33])=[C:6]([NH:8][S:9]([C:12]2[O:13][C:14]3[CH:20]=[CH:19][CH:18]=[CH:17][C:15]=3[CH:16]=2)(=[O:11])=[O:10])[CH:7]=1. The yield is 0.940. (5) The reactants are C(OC([N:8]1[CH2:16][C:15]2[C:10](=[C:11]([O:23][CH2:24][CH2:25][C:26]3[N:27]=[C:28]([C:32]4[CH:37]=[CH:36][CH:35]=[CH:34][CH:33]=4)[O:29][C:30]=3[CH3:31])[CH:12]=[CH:13][C:14]=2[CH2:17][C:18](=[C:21]=[O:22])OC)[CH2:9]1)=O)(C)(C)C.[C:38](O)(C(F)(F)F)=[O:39]. The catalyst is C(Cl)Cl. The product is [CH3:38][O:39][C:21](=[O:22])[CH2:18][CH2:17][C:14]1[CH:13]=[CH:12][C:11]([O:23][CH2:24][CH2:25][C:26]2[N:27]=[C:28]([C:32]3[CH:37]=[CH:36][CH:35]=[CH:34][CH:33]=3)[O:29][C:30]=2[CH3:31])=[C:10]2[C:15]=1[CH2:16][NH:8][CH2:9]2. The yield is 0.920. (6) The reactants are O[C:2]([CH3:18])([CH3:17])[C:3]#[C:4][C:5]([C:7]1[CH:8]=[CH:9][C:10]([O:15][CH3:16])=[C:11]([CH:14]=1)[C:12]#[N:13])=[O:6].C(NCC)C.C([OH:26])C. No catalyst specified. The product is [CH3:17][C:2]1([CH3:18])[O:6][C:5]([C:7]2[CH:8]=[CH:9][C:10]([O:15][CH3:16])=[C:11]([CH:14]=2)[C:12]#[N:13])=[CH:4][C:3]1=[O:26]. The yield is 1.00.